Dataset: Peptide-MHC class I binding affinity with 185,985 pairs from IEDB/IMGT. Task: Regression. Given a peptide amino acid sequence and an MHC pseudo amino acid sequence, predict their binding affinity value. This is MHC class I binding data. (1) The peptide sequence is ELIRRVRRY. The binding affinity (normalized) is 0.0847. The MHC is HLA-A02:06 with pseudo-sequence HLA-A02:06. (2) The peptide sequence is YPACEAIGL. The MHC is HLA-B08:02 with pseudo-sequence HLA-B08:02. The binding affinity (normalized) is 0.0847. (3) The peptide sequence is CPTLKKGFL. The MHC is HLA-A02:16 with pseudo-sequence HLA-A02:16. The binding affinity (normalized) is 0.0847.